Dataset: Catalyst prediction with 721,799 reactions and 888 catalyst types from USPTO. Task: Predict which catalyst facilitates the given reaction. (1) Reactant: [F:1][C:2]1[CH:3]=[C:4]([N+:9]([O-:11])=[O:10])[CH:5]=[CH:6][C:7]=1F.[NH:12]1[CH2:17][CH2:16][O:15][CH2:14][C:13]1=[O:18].C(=O)([O-])[O-].[Cs+].[Cs+]. Product: [F:1][C:2]1[CH:3]=[C:4]([N+:9]([O-:11])=[O:10])[CH:5]=[CH:6][C:7]=1[N:12]1[CH2:17][CH2:16][O:15][CH2:14][C:13]1=[O:18]. The catalyst class is: 296. (2) The catalyst class is: 8. Reactant: C[Si](Cl)(C)C.[CH3:6][C:7]1[N:8]=[C:9]([NH:19]C(=O)C)[S:10][C:11]=1[C:12]1[CH:17]=[CH:16][N:15]=[C:14]([CH3:18])[N:13]=1.Cl. Product: [CH3:6][C:7]1[N:8]=[C:9]([NH2:19])[S:10][C:11]=1[C:12]1[CH:17]=[CH:16][N:15]=[C:14]([CH3:18])[N:13]=1. (3) Reactant: [NH2:1][CH2:2][C:3]1[C:4]([CH2:20][CH:21]([CH3:23])[CH3:22])=[N:5][C:6]([CH3:19])=[C:7]([C:11]=1[C:12]1[CH:17]=[CH:16][C:15]([CH3:18])=[CH:14][CH:13]=1)[C:8]([OH:10])=[O:9].[C:24]([OH:31])(=[O:30])/[CH:25]=[CH:26]\[C:27]([OH:29])=[O:28]. Product: [C:24]([OH:31])(=[O:30])/[CH:25]=[CH:26]\[C:27]([OH:29])=[O:28].[NH2:1][CH2:2][C:3]1[C:4]([CH2:20][CH:21]([CH3:23])[CH3:22])=[N:5][C:6]([CH3:19])=[C:7]([C:11]=1[C:12]1[CH:17]=[CH:16][C:15]([CH3:18])=[CH:14][CH:13]=1)[C:8]([OH:10])=[O:9]. The catalyst class is: 192. (4) Reactant: Br[CH2:2][C:3]([C:5]1[C:10]([Cl:11])=[CH:9][C:8]([O:12][CH3:13])=[CH:7][N:6]=1)=[O:4].[C:14]1(=[O:24])[NH:18][C:17](=[O:19])[C:16]2=[CH:20][CH:21]=[CH:22][CH:23]=[C:15]12.[K].[I-].[K+].O. Product: [Cl:11][C:10]1[C:5]([C:3](=[O:4])[CH2:2][N:18]2[C:17](=[O:19])[C:16]3=[CH:20][CH:21]=[CH:22][CH:23]=[C:15]3[C:14]2=[O:24])=[N:6][CH:7]=[C:8]([O:12][CH3:13])[CH:9]=1. The catalyst class is: 9.